Predict the product of the given reaction. From a dataset of Forward reaction prediction with 1.9M reactions from USPTO patents (1976-2016). (1) Given the reactants C([O:3][CH:4](OCC)[C:5]1[CH:25]=[CH:24][C:8]([CH2:9][NH:10][C@H:11]([C:16]([O:18][CH:19]2[CH2:23][CH2:22][CH2:21][CH2:20]2)=[O:17])[CH2:12][CH:13]([CH3:15])[CH3:14])=[CH:7][CH:6]=1)C.Cl, predict the reaction product. The product is: [CH:4]([C:5]1[CH:6]=[CH:7][C:8]([CH2:9][NH:10][C@H:11]([C:16]([O:18][CH:19]2[CH2:23][CH2:22][CH2:21][CH2:20]2)=[O:17])[CH2:12][CH:13]([CH3:15])[CH3:14])=[CH:24][CH:25]=1)=[O:3]. (2) Given the reactants Cl[CH2:2][C:3]1[CH:8]=[CH:7][C:6]([CH2:9][CH2:10][CH2:11][C:12]2[N:13]=[C:14]([NH:17][C:18](=[O:20])[CH3:19])[S:15][CH:16]=2)=[CH:5][CH:4]=1.[K].[C:22]1(=[O:32])[NH:26][C:25](=[O:27])[C:24]2=[CH:28][CH:29]=[CH:30][CH:31]=[C:23]12.O, predict the reaction product. The product is: [O:27]=[C:25]1[C:24]2[C:23](=[CH:31][CH:30]=[CH:29][CH:28]=2)[C:22](=[O:32])[N:26]1[CH2:2][C:3]1[CH:8]=[CH:7][C:6]([CH2:9][CH2:10][CH2:11][C:12]2[N:13]=[C:14]([NH:17][C:18](=[O:20])[CH3:19])[S:15][CH:16]=2)=[CH:5][CH:4]=1. (3) The product is: [CH3:16][O:15][C:5]1[C:6]2[O:10][C:9]([C:11]([F:14])([F:13])[F:12])=[CH:8][C:7]=2[C:2]([C:18]2[CH:19]=[C:20]3[C:25](=[CH:26][CH:27]=2)[NH:24][C:23](=[O:28])[CH:22]=[CH:21]3)=[CH:3][CH:4]=1. Given the reactants Br[C:2]1[C:7]2[CH:8]=[C:9]([C:11]([F:14])([F:13])[F:12])[O:10][C:6]=2[C:5]([O:15][CH3:16])=[CH:4][CH:3]=1.Br[C:18]1[CH:19]=[C:20]2[C:25](=[CH:26][CH:27]=1)[NH:24][C:23](=[O:28])[CH:22]=[CH:21]2, predict the reaction product. (4) Given the reactants [Cl:1][C:2]1[CH:6]=[CH:5][S:4][C:3]=1[C:7]1[N:8]=[C:9]([NH2:12])[S:10][CH:11]=1.[Cl:13][C:14]1[CH:19]=[C:18]([Cl:20])[C:17]([Cl:21])=[CH:16][C:15]=1[S:22](Cl)(=[O:24])=[O:23], predict the reaction product. The product is: [Cl:13][C:14]1[CH:19]=[C:18]([Cl:20])[C:17]([Cl:21])=[CH:16][C:15]=1[S:22]([NH:12][C:9]1[S:10][CH:11]=[C:7]([C:3]2[S:4][CH:5]=[CH:6][C:2]=2[Cl:1])[N:8]=1)(=[O:24])=[O:23]. (5) Given the reactants [O:1]=[C:2]([CH:9]1[CH2:18][CH2:17][C:12]2([O:16][CH2:15][CH2:14][O:13]2)[CH2:11]C1)[CH2:3][C:4]([O:6][CH2:7][CH3:8])=[O:5].O1C2(CCC(C(O)=O)C2)OCC1.O1C2(CCC(C(O)=O)CC2)OCC1, predict the reaction product. The product is: [O:1]=[C:2]([CH:9]1[CH2:18][CH2:17][C:12]2([O:13][CH2:14][CH2:15][O:16]2)[CH2:11]1)[CH2:3][C:4]([O:6][CH2:7][CH3:8])=[O:5]. (6) Given the reactants [CH3:1][NH:2][C:3]([C:5]1[C:13]2[C:8](=[CH:9][CH:10]=[C:11]([NH:14][C:15]([CH:17]3[CH2:21][CH2:20][N:19]([CH2:22][C:23]([OH:25])=O)[CH2:18]3)=[O:16])[CH:12]=2)[NH:7][N:6]=1)=[O:4].[C:26]1([C:32]#[C:33][CH:34]2[CH2:39][CH2:38][NH:37][CH2:36][CH2:35]2)[CH:31]=[CH:30][CH:29]=[CH:28][CH:27]=1.ON1C2C=CC=CC=2N=N1.Cl.CN(C)CCCN=C=NCC.CCN(C(C)C)C(C)C, predict the reaction product. The product is: [CH3:1][NH:2][C:3]([C:5]1[C:13]2[C:8](=[CH:9][CH:10]=[C:11]([NH:14][C:15]([CH:17]3[CH2:21][CH2:20][N:19]([CH2:22][C:23](=[O:25])[N:37]4[CH2:38][CH2:39][CH:34]([C:33]#[C:32][C:26]5[CH:31]=[CH:30][CH:29]=[CH:28][CH:27]=5)[CH2:35][CH2:36]4)[CH2:18]3)=[O:16])[CH:12]=2)[NH:7][N:6]=1)=[O:4]. (7) Given the reactants [NH2:1][C:2]1[C:11]2[N:12]=[C:13]([CH2:15][CH3:16])[S:14][C:10]=2[C:9]2[CH:8]=[CH:7][C:6]([OH:17])=[CH:5][C:4]=2[N:3]=1.C(=O)([O-])[O-].[Cs+].[Cs+].Br[CH2:25][C:26]1[S:27][C:28]2[CH:34]=[CH:33][CH:32]=[CH:31][C:29]=2[N:30]=1, predict the reaction product. The product is: [S:27]1[C:28]2[CH:34]=[CH:33][CH:32]=[CH:31][C:29]=2[N:30]=[C:26]1[CH2:25][O:17][C:6]1[CH:7]=[CH:8][C:9]2[C:10]3[S:14][C:13]([CH2:15][CH3:16])=[N:12][C:11]=3[C:2]([NH2:1])=[N:3][C:4]=2[CH:5]=1.